This data is from Forward reaction prediction with 1.9M reactions from USPTO patents (1976-2016). The task is: Predict the product of the given reaction. (1) Given the reactants [F:1][C:2]1[C:3]2[N:4]([CH:20]=[N:21][CH:22]=2)[C:5]([NH:11][C:12]2[CH:17]=[CH:16][C:15]([I:18])=[CH:14][C:13]=2[F:19])=[C:6]([C:8]([OH:10])=O)[CH:7]=1.[CH3:23][C:24]1([CH3:32])[O:28][C@@H:27]([CH2:29][O:30][NH2:31])[CH2:26][O:25]1.CCN=C=NCCCN(C)C.C1C=CC2N(O)N=NC=2C=1.CCN(C(C)C)C(C)C, predict the reaction product. The product is: [CH3:23][C:24]1([CH3:32])[O:28][C@@H:27]([CH2:29][O:30][NH:31][C:8]([C:6]2[CH:7]=[C:2]([F:1])[C:3]3[N:4]([CH:20]=[N:21][CH:22]=3)[C:5]=2[NH:11][C:12]2[CH:17]=[CH:16][C:15]([I:18])=[CH:14][C:13]=2[F:19])=[O:10])[CH2:26][O:25]1. (2) Given the reactants [C:1]([C:3]1[CH:8]=[CH:7][C:6]([C:9](=O)[CH3:10])=[CH:5][CH:4]=1)#[N:2].C([O-])=O.[NH4+:15].C(O)(=O)C, predict the reaction product. The product is: [C:1]([C:3]1[CH:8]=[CH:7][C:6]([CH:9]([NH2:15])[CH3:10])=[CH:5][CH:4]=1)#[N:2]. (3) The product is: [CH3:15][C:16]1[C:20]([N+:21]([O-:23])=[O:22])=[C:19]([CH3:24])[N:18]([CH:48]2[CH2:49][CH2:50][N:45]([CH3:44])[CH2:46][CH2:47]2)[N:17]=1. Given the reactants N(C(OC(C)C)=O)=NC(OC(C)C)=O.[CH3:15][C:16]1[C:20]([N+:21]([O-:23])=[O:22])=[C:19]([CH3:24])[NH:18][N:17]=1.C1(P(C2C=CC=CC=2)C2C=CC=CC=2)C=CC=CC=1.[CH3:44][N:45]1[CH2:50][CH2:49][CH:48](O)[CH2:47][CH2:46]1, predict the reaction product. (4) Given the reactants [CH2:1]([O:7][CH2:8][CH2:9][CH2:10][CH2:11][CH2:12][CH2:13][CH2:14][CH:15]=O)[CH2:2][CH2:3][CH2:4][CH2:5][CH3:6].C(OCCCCCCCCO)CCCCC.[NH2:33][C:34]1[CH:35]=[N:36][CH:37]=[CH:38][CH:39]=1.Cl.C([BH3-])#N.[Na+], predict the reaction product. The product is: [CH2:1]([O:7][CH2:8][CH2:9][CH2:10][CH2:11][CH2:12][CH2:13][CH2:14][CH2:15][NH:33][C:34]1[CH:35]=[N:36][CH:37]=[CH:38][CH:39]=1)[CH2:2][CH2:3][CH2:4][CH2:5][CH3:6]. (5) Given the reactants [CH2:1]([NH2:4])[CH2:2][NH2:3].C(N([CH2:10][CH3:11])CC)C.[CH3:12][O:13][C:14]1[CH:19]=[CH:18][C:17]([S:20](Cl)(=[O:22])=[O:21])=[CH:16][CH:15]=1, predict the reaction product. The product is: [CH3:12][O:13][C:14]1[CH:19]=[CH:18][C:17]([S:20]([NH:3][CH2:2][CH2:1][NH:4][S:20]([C:11]2[CH:10]=[CH:19][C:14]([O:13][CH3:12])=[CH:15][CH:16]=2)(=[O:22])=[O:21])(=[O:22])=[O:21])=[CH:16][CH:15]=1. (6) Given the reactants CC1(C)[O:9][C:8](=[O:10])[C:5]2([CH2:7][CH2:6]2)[C:4](=[O:11])O1.[CH3:13][O:14][C:15]1[CH:16]=[C:17]([CH:19]=[CH:20][CH:21]=1)[NH2:18], predict the reaction product. The product is: [CH3:13][O:14][C:15]1[CH:16]=[C:17]([N:18]2[CH2:6][CH2:7][CH:5]([C:8]([OH:9])=[O:10])[C:4]2=[O:11])[CH:19]=[CH:20][CH:21]=1. (7) Given the reactants [N+:1](=[CH:3][Si](C)(C)C)=[N-:2].[O-2].[Ca+2].CC#N.Cl[C:14]([C@@H:16]1[CH2:21][CH2:20][CH2:19][CH2:18][C@H:17]1[C:22]([O:24][CH3:25])=[O:23])=[O:15], predict the reaction product. The product is: [N+:1](=[CH:3][C:14]([C@@H:16]1[CH2:21][CH2:20][CH2:19][CH2:18][C@H:17]1[C:22]([O:24][CH3:25])=[O:23])=[O:15])=[N-:2]. (8) The product is: [CH3:1][O:2][C:3](=[O:26])[C:4]1[CH:9]=[CH:8][CH:7]=[CH:6][CH:5]=1. Given the reactants [CH3:1][O:2][C:3](=[O:26])[C:4]1[CH:9]=[CH:8][C:7](CN(C(OC(C)(C)C)=O)[C@H]2CC[C@H](O)CC2)=[CH:6][CH:5]=1.C1(P(C2C=CC=CC=2)C2C=CC=CC=2)C=CC=CC=1.CCOC(/N=N/C(OCC)=O)=O, predict the reaction product.